Task: Predict the reaction yield, written as a fraction of the theoretical maximum amount of product (1.0 means a 100% yield; for example, 0.34 means a 34% yield).. Dataset: Reaction yield outcomes from USPTO patents with 853,638 reactions (1) The reactants are [NH2:1][C:2]1[C:11]2[C:6](=[C:7](Br)[CH:8]=[CH:9][CH:10]=2)[N:5]=[N:4][C:3]=1[C:13]([NH:15][CH2:16][CH2:17][CH3:18])=[O:14].[N:19]1[C:28]2[C:23](=[CH:24][CH:25]=[CH:26][CH:27]=2)[CH:22]=[C:21](B(O)O)[CH:20]=1. No catalyst specified. The product is [NH2:1][C:2]1[C:11]2[C:6](=[C:7]([C:21]3[CH:20]=[N:19][C:28]4[C:23]([CH:22]=3)=[CH:24][CH:25]=[CH:26][CH:27]=4)[CH:8]=[CH:9][CH:10]=2)[N:5]=[N:4][C:3]=1[C:13]([NH:15][CH2:16][CH2:17][CH3:18])=[O:14]. The yield is 0.805. (2) The yield is 0.310. The catalyst is O1CCCC1. The product is [Cl:1][C:2]1[CH:10]=[CH:9][CH:8]=[C:7]2[C:3]=1[C:4]1([C:16]3=[CH:17][C:18]4[O:22][CH2:21][O:20][C:19]=4[CH:23]=[C:24]3[O:25][CH2:14]1)[C:5](=[O:13])[NH:6]2. The reactants are [Cl:1][C:2]1[CH:10]=[CH:9][CH:8]=[C:7]2[C:3]=1[C:4]([C:16]1[C:24]([OH:25])=[CH:23][C:19]3[O:20][CH2:21][O:22][C:18]=3[CH:17]=1)([CH2:14]O)[C:5](=[O:13])[N:6]2CO.C(P(CCCC)CCCC)CCC.N(C(OC(C)(C)C)=O)=NC(OC(C)(C)C)=O.[OH-].[NH4+]. (3) The yield is 0.520. The product is [OH:43][C:44]1([C:58]2[S:59][C:60]([C:27]3[CH:28]=[C:29]([CH3:42])[CH:30]=[C:31]([NH:33][C:34]4[CH:39]=[C:38]([O:40][CH3:41])[CH:37]=[CH:36][N:35]=4)[N:32]=3)=[CH:61][N:62]=2)[CH2:53][CH2:52][CH2:51][C:50]2[CH:49]=[C:48]([C:54]([O:56][CH3:57])=[O:55])[CH:47]=[CH:46][C:45]1=2. The catalyst is O1CCOCC1.CC([O-])=O.CC([O-])=O.[Pd+2]. The reactants are C(P(C12CC3CC(CC(C3)C1)C2)C12CC3CC(CC(C3)C1)C2)CCC.Br[C:27]1[N:32]=[C:31]([NH:33][C:34]2[CH:39]=[C:38]([O:40][CH3:41])[CH:37]=[CH:36][N:35]=2)[CH:30]=[C:29]([CH3:42])[CH:28]=1.[OH:43][C:44]1([C:58]2[S:59][CH:60]=[CH:61][N:62]=2)[CH2:53][CH2:52][CH2:51][C:50]2[CH:49]=[C:48]([C:54]([O:56][CH3:57])=[O:55])[CH:47]=[CH:46][C:45]1=2.[F-].[Cs+].C(O)(=O)C(C)(C)C. (4) The reactants are [CH2:1]([C:4]1[C:12]([N:13]([CH:16]2[CH2:21][CH2:20][N:19]([C:22]([O:24][C:25]([CH3:28])([CH3:27])[CH3:26])=[O:23])[CH2:18][CH2:17]2)[CH2:14][CH3:15])=[CH:11][CH:10]=[CH:9][C:5]=1[C:6]([OH:8])=O)[CH:2]=[CH2:3].[CH2:29]([C:33]1[CH:38]=[C:37]([CH3:39])[N:36]=[C:35]([O:40][CH3:41])[C:34]=1[CH2:42][NH2:43])[CH2:30][CH:31]=[CH2:32].C(Cl)CCl.C1C=NC2N(O)N=NC=2C=1.CN1CCOCC1. The catalyst is C(Cl)Cl. The product is [CH2:1]([C:4]1[C:5]([C:6](=[O:8])[NH:43][CH2:42][C:34]2[C:35]([O:40][CH3:41])=[N:36][C:37]([CH3:39])=[CH:38][C:33]=2[CH2:29][CH2:30][CH:31]=[CH2:32])=[CH:9][CH:10]=[CH:11][C:12]=1[N:13]([CH2:14][CH3:15])[CH:16]1[CH2:17][CH2:18][N:19]([C:22]([O:24][C:25]([CH3:26])([CH3:28])[CH3:27])=[O:23])[CH2:20][CH2:21]1)[CH:2]=[CH2:3]. The yield is 0.704. (5) The reactants are FC(F)(F)C(O)=O.[Cl:8][C:9]1[CH:14]=[CH:13][C:12]([C:15]2[CH:16]=[C:17]([NH:28]C(=O)OC(C)(C)C)[CH:18]=[N:19][C:20]=2[O:21][C@@H:22]([CH3:27])[C:23]([F:26])([F:25])[F:24])=[CH:11][CH:10]=1. No catalyst specified. The product is [Cl:8][C:9]1[CH:10]=[CH:11][C:12]([C:15]2[CH:16]=[C:17]([NH2:28])[CH:18]=[N:19][C:20]=2[O:21][C@@H:22]([CH3:27])[C:23]([F:24])([F:25])[F:26])=[CH:13][CH:14]=1. The yield is 0.820.